From a dataset of Full USPTO retrosynthesis dataset with 1.9M reactions from patents (1976-2016). Predict the reactants needed to synthesize the given product. (1) Given the product [F:1][C:2]([F:23])([F:22])[CH2:3][N:4]1[C:9](=[O:10])[C:8]([C:27]2[CH:26]=[C:25]([Cl:24])[CH:30]=[C:29]([Cl:31])[CH:28]=2)=[C:7]([C:12]2[CH:17]=[CH:16][C:15]([S:18]([CH3:21])(=[O:20])=[O:19])=[CH:14][CH:13]=2)[CH:6]=[N:5]1, predict the reactants needed to synthesize it. The reactants are: [F:1][C:2]([F:23])([F:22])[CH2:3][N:4]1[C:9](=[O:10])[C:8](Cl)=[C:7]([C:12]2[CH:17]=[CH:16][C:15]([S:18]([CH3:21])(=[O:20])=[O:19])=[CH:14][CH:13]=2)[CH:6]=[N:5]1.[Cl:24][C:25]1[CH:26]=[C:27](B(O)O)[CH:28]=[C:29]([Cl:31])[CH:30]=1.[F-].[Cs+]. (2) Given the product [ClH:56].[S:24]1[C:33]2[CH:32]=[C:31]([CH2:34][NH:1][C:2]3([CH3:23])[CH2:3][CH2:4][N:5]([CH2:8][C@H:9]4[N:19]5[C:20]6[N:11]([C:12](=[O:22])[CH:13]=[CH:14][C:15]=6[CH:16]=[CH:17][C:18]5=[O:21])[CH2:10]4)[CH2:6][CH2:7]3)[N:30]=[CH:29][C:28]=2[O:27][CH2:26][CH2:25]1, predict the reactants needed to synthesize it. The reactants are: [NH2:1][C:2]1([CH3:23])[CH2:7][CH2:6][N:5]([CH2:8][C@H:9]2[N:19]3[C:20]4[N:11]([C:12](=[O:22])[CH:13]=[CH:14][C:15]=4[CH:16]=[CH:17][C:18]3=[O:21])[CH2:10]2)[CH2:4][CH2:3]1.[S:24]1[C:33]2[CH:32]=[C:31]([CH:34]=O)[N:30]=[CH:29][C:28]=2[O:27][CH2:26][CH2:25]1.C(O[BH-](OC(=O)C)OC(=O)C)(=O)C.[Na+].C([O-])(O)=O.[Na+].C(Cl)(Cl)[Cl:56]. (3) Given the product [CH3:29][C:30]1[CH:44]=[CH:43][C:33]([CH:34]([C:35]2[CH:40]=[CH:39][C:38]([CH3:41])=[CH:37][CH:36]=2)[CH:10]2[C:9](=[O:12])[CH2:8][CH2:7][N:6]([CH2:5][C:4]3[CH:13]=[CH:14][CH:15]=[CH:16][C:3]=3[O:2][CH3:1])[CH2:11]2)=[CH:32][CH:31]=1, predict the reactants needed to synthesize it. The reactants are: [CH3:1][O:2][C:3]1[CH:16]=[CH:15][CH:14]=[CH:13][C:4]=1[CH2:5][N:6]1[CH2:11][CH2:10][C:9](=[O:12])[CH2:8][CH2:7]1.[Si](OS(C(F)(F)F)(=O)=O)(C)(C)C.[CH3:29][C:30]1[CH:44]=[CH:43][C:33]([CH:34](O)[C:35]2[CH:40]=[CH:39][C:38]([CH3:41])=[CH:37][CH:36]=2)=[CH:32][CH:31]=1.C(=O)(O)[O-].[Na+]. (4) The reactants are: [F:1][C:2]1[CH:7]=[C:6]([F:8])[CH:5]=[CH:4][C:3]=1[C:9]1[CH:14]=[CH:13][CH:12]=[C:11]([NH:15][C:16]([C:18]2[N:19](C(OC(C)(C)C)=O)[C:20]3[C:25]([CH:26]=2)=[CH:24][CH:23]=[C:22]([NH:27][S:28](=[O:32])(=[O:31])[NH:29][CH3:30])[CH:21]=3)=[O:17])[CH:10]=1.C(O)(C(F)(F)F)=O.[OH-].[Na+]. Given the product [F:1][C:2]1[CH:7]=[C:6]([F:8])[CH:5]=[CH:4][C:3]=1[C:9]1[CH:14]=[CH:13][CH:12]=[C:11]([NH:15][C:16]([C:18]2[NH:19][C:20]3[C:25]([CH:26]=2)=[CH:24][CH:23]=[C:22]([NH:27][S:28](=[O:31])(=[O:32])[NH:29][CH3:30])[CH:21]=3)=[O:17])[CH:10]=1, predict the reactants needed to synthesize it. (5) Given the product [Cl:1][C:2]1[CH:3]=[CH:4][C:5]([CH2:6][N:7]2[C:12]([NH:13][C:14]3[CH:19]=[CH:18][C:17]([O:20][CH:21]([CH3:22])[CH3:23])=[C:16]([F:24])[CH:15]=3)=[N:11][C:10](=[O:25])[N:9]([CH2:26][C:27](=[O:29])[NH:38][CH3:42])[C:8]2=[O:30])=[CH:31][CH:32]=1, predict the reactants needed to synthesize it. The reactants are: [Cl:1][C:2]1[CH:32]=[CH:31][C:5]([CH2:6][N:7]2[C:12]([NH:13][C:14]3[CH:19]=[CH:18][C:17]([O:20][CH:21]([CH3:23])[CH3:22])=[C:16]([F:24])[CH:15]=3)=[N:11][C:10](=[O:25])[N:9]([CH2:26][C:27]([OH:29])=O)[C:8]2=[O:30])=[CH:4][CH:3]=1.Cl.CN.O.O[N:38]1[C:42]2C=CC=CC=2N=N1.Cl.CN(C)CCCN=C=NCC.C(N(CC)CC)C. (6) Given the product [CH2:1]([N:8]1[C:12]2=[N:13][CH:25]=[CH:27][N:14]=[C:11]2[C:10]([C:15]2[CH:24]=[CH:23][C:22]3[C:17](=[CH:18][CH:19]=[CH:20][CH:21]=3)[CH:16]=2)=[N:9]1)[C:2]1[CH:3]=[CH:4][CH:5]=[CH:6][CH:7]=1, predict the reactants needed to synthesize it. The reactants are: [CH2:1]([N:8]1[C:12]([NH2:13])=[C:11]([NH2:14])[C:10]([C:15]2[CH:24]=[CH:23][C:22]3[C:17](=[CH:18][CH:19]=[CH:20][CH:21]=3)[CH:16]=2)=[N:9]1)[C:2]1[CH:7]=[CH:6][CH:5]=[CH:4][CH:3]=1.[CH:25]([CH:27]=O)=O. (7) Given the product [CH3:15][C:10]1[CH:11]=[C:12]2[C:7](=[CH:8][CH:9]=1)[C:6](=[O:16])[NH:18][N:5]=[CH:13]2, predict the reactants needed to synthesize it. The reactants are: C([N:5]1[CH:13](O)[C:12]2[C:7](=[CH:8][CH:9]=[C:10]([CH3:15])[CH:11]=2)[C:6]1=[O:16])(C)(C)C.O.[NH2:18]N.